From a dataset of Full USPTO retrosynthesis dataset with 1.9M reactions from patents (1976-2016). Predict the reactants needed to synthesize the given product. (1) Given the product [N:16]1[C:25]2[C:20](=[CH:21][CH:22]=[C:23]3[NH:34][S:11](=[O:15])[CH:2]=[CH:1][C:24]3=2)[CH:19]=[CH:18][CH:17]=1, predict the reactants needed to synthesize it. The reactants are: [C:1](NC1C=CC=CC=1)(=O)[CH3:2].[S:11](=[O:15])(=O)(O)O.[NH:16]1[C:25]2[C:20](=[CH:21][CH:22]=[CH:23][CH:24]=2)[CH:19]=[CH:18][C:17]1=O.C(I)(C)C.[F-].[Cs+].Cl.[NH2:34]CCS.[H-].[Na+].C1C=CC(P(C2C(C3C(P(C4C=CC=CC=4)C4C=CC=CC=4)=CC=C4C=3C=CC=C4)=C3C(C=CC=C3)=CC=2)C2C=CC=CC=2)=CC=1.CC(C)([O-])C.[Na+].C=O.N=O.Cl. (2) Given the product [Br:1][C:2]1[CH:3]=[C:4]2[C:9](=[CH:10][CH:11]=1)[CH:8]=[C:7]([O:12][CH2:14][CH2:15][N:16]1[CH2:20][CH2:19][CH2:18][C:17]1=[O:21])[CH:6]=[CH:5]2, predict the reactants needed to synthesize it. The reactants are: [Br:1][C:2]1[CH:3]=[C:4]2[C:9](=[CH:10][CH:11]=1)[CH:8]=[C:7]([OH:12])[CH:6]=[CH:5]2.O[CH2:14][CH2:15][N:16]1[CH2:20][CH2:19][CH2:18][C:17]1=[O:21]. (3) Given the product [F:1][C:2]([F:7])([F:6])[C:3]([OH:5])=[O:4].[CH:8]1([C:12]2[N:13]=[C:14]([C:17]3[CH:22]=[CH:21][CH:20]=[CH:19][C:18]=3[NH:23][C:24](=[O:25])[O:26][CH2:27][CH:28]3[CH2:29][CH2:30][NH:31][CH2:32][CH2:33]3)[S:15][CH:16]=2)[CH2:9][CH2:10][CH2:11]1, predict the reactants needed to synthesize it. The reactants are: [F:1][C:2]([F:7])([F:6])[C:3]([OH:5])=[O:4].[CH:8]1([C:12]2[N:13]=[C:14]([C:17]3[CH:22]=[CH:21][CH:20]=[CH:19][C:18]=3[NH:23][C:24]([O:26][CH2:27][CH:28]3[CH2:33][CH2:32][N:31](C(OC(C)(C)C)=O)[CH2:30][CH2:29]3)=[O:25])[S:15][CH:16]=2)[CH2:11][CH2:10][CH2:9]1. (4) The reactants are: Cl[CH2:2][CH2:3][NH:4][C@:5]12[CH2:49][CH2:48][C@@H:47]([C:50]([CH3:52])=[CH2:51])[C@@H:6]1[C@@H:7]1[C@@:20]([CH3:23])([CH2:21][CH2:22]2)[C@@:19]2([CH3:24])[C@@H:10]([C@:11]3([CH3:46])[C@@H:16]([CH2:17][CH2:18]2)[C:15]([CH3:26])([CH3:25])[C:14]([C:27]2[CH2:45][C:29]4([CH2:32][C:31]([C:39]([O:41][CH:42]([CH3:44])[CH3:43])=[O:40])([C:33]([O:35][CH:36]([CH3:38])[CH3:37])=[O:34])[CH2:30]4)[CH:28]=2)=[CH:13][CH2:12]3)[CH2:9][CH2:8]1.B(F)(F)F.CCOCC.[NH:62]1[CH2:67][CH2:66][O:65][CH2:64][CH2:63]1. Given the product [CH3:23][C@:20]12[C@@:19]3([CH3:24])[C@@H:10]([C@:11]4([CH3:46])[C@@H:16]([CH2:17][CH2:18]3)[C:15]([CH3:26])([CH3:25])[C:14]([C:27]3[CH2:45][C:29]5([CH2:30][C:31]([C:33]([O:35][CH:36]([CH3:38])[CH3:37])=[O:34])([C:39]([O:41][CH:42]([CH3:44])[CH3:43])=[O:40])[CH2:32]5)[CH:28]=3)=[CH:13][CH2:12]4)[CH2:9][CH2:8][C@@H:7]1[C@H:6]1[C@H:47]([C:50]([CH3:52])=[CH2:51])[CH2:48][CH2:49][C@:5]1([NH:4][CH2:3][CH2:2][N:62]1[CH2:67][CH2:66][O:65][CH2:64][CH2:63]1)[CH2:22][CH2:21]2, predict the reactants needed to synthesize it. (5) Given the product [Cl:1][C:2]1[C:3]([Cl:12])=[CH:4][C:5]([CH:11]=[O:17])=[C:6]([N+:8]([O-:10])=[O:9])[CH:7]=1, predict the reactants needed to synthesize it. The reactants are: [Cl:1][C:2]1[CH:7]=[C:6]([N+:8]([O-:10])=[O:9])[C:5]([CH3:11])=[CH:4][C:3]=1[Cl:12].CN(C(OC)[O:17]C)C.